From a dataset of Reaction yield outcomes from USPTO patents with 853,638 reactions. Predict the reaction yield, written as a fraction of the theoretical maximum amount of product (1.0 means a 100% yield; for example, 0.34 means a 34% yield). (1) The reactants are [O:1]1[C:9]2[C:4](=[N:5][CH:6]=[CH:7][CH:8]=2)[NH:3][C:2]1=[O:10].C1C(=O)N([Br:18])C(=O)C1.CCOC(C)=O.CCCCCC. The catalyst is CC#N. The product is [Br:18][C:7]1[CH:8]=[C:9]2[O:1][C:2](=[O:10])[NH:3][C:4]2=[N:5][CH:6]=1. The yield is 0.840. (2) The reactants are [C:1]([N:5]1[CH2:10][CH2:9][CH2:8][CH2:7][C@@H:6]1[CH2:11][O:12][C:13]1[CH:22]=[CH:21][CH:20]=[C:19]2[C:14]=1[C:15]([NH:23][C:24]1[CH:29]=[CH:28][C:27]([OH:30])=[C:26]([CH3:31])[CH:25]=1)=[N:16][CH:17]=[N:18]2)(=[O:4])[CH2:2][OH:3].Cl.[N:33]1[CH:38]=[CH:37][CH:36]=[CH:35][C:34]=1[CH2:39]Cl. No catalyst specified. The product is [CH3:31][C:26]1[CH:25]=[C:24]([NH:23][C:15]2[C:14]3[C:19](=[CH:20][CH:21]=[CH:22][C:13]=3[O:12][CH2:11][C@H:6]3[CH2:7][CH2:8][CH2:9][CH2:10][N:5]3[C:1](=[O:4])[CH2:2][OH:3])[N:18]=[CH:17][N:16]=2)[CH:29]=[CH:28][C:27]=1[O:30][CH2:39][C:34]1[CH:35]=[CH:36][CH:37]=[CH:38][N:33]=1. The yield is 0.440.